Dataset: Forward reaction prediction with 1.9M reactions from USPTO patents (1976-2016). Task: Predict the product of the given reaction. (1) Given the reactants [F:1][C:2]1([C:23]([O:25]C)=[O:24])[CH2:7][CH2:6][N:5]([CH:8]2[CH2:11][C:10]3([CH2:15][CH2:14][N:13](C(OC(C)(C)C)=O)[CH2:12]3)[CH2:9]2)[CH2:4][CH2:3]1.[C:27]([OH:33])([C:29]([F:32])([F:31])[F:30])=[O:28], predict the reaction product. The product is: [F:30][C:29]([F:32])([F:31])[C:27]([OH:33])=[O:28].[CH2:11]1[C:10]2([CH2:15][CH2:14][NH:13][CH2:12]2)[CH2:9][CH:8]1[N:5]1[CH2:6][CH2:7][C:2]([F:1])([C:23]([O:25][CH2:27][CH3:29])=[O:24])[CH2:3][CH2:4]1. (2) Given the reactants CC(C)([O-])C.[K+].[C:7]([O:11][C:12](=[O:26])[CH2:13][CH:14](P(OCC)(OCC)=O)[C:15]([OH:17])=[O:16])([CH3:10])([CH3:9])[CH3:8].[CH:27]1([CH2:33][CH2:34][CH:35]=O)[CH2:32][CH2:31][CH2:30][CH2:29][CH2:28]1.C(O)(=O)CC(CC(O)=O)(C(O)=O)O.[CH:50]1([NH2:56])[CH2:55][CH2:54][CH2:53][CH2:52][CH2:51]1, predict the reaction product. The product is: [CH:50]1([NH2:56])[CH2:55][CH2:54][CH2:53][CH2:52][CH2:51]1.[C:7]([O:11][C:12](=[O:26])[CH2:13]/[C:14](=[CH:35]\[CH2:34][CH2:33][CH:27]1[CH2:32][CH2:31][CH2:30][CH2:29][CH2:28]1)/[C:15]([OH:17])=[O:16])([CH3:8])([CH3:9])[CH3:10]. (3) Given the reactants [CH2:1]([C:5]1[CH:10]=[CH:9][C:8]([C:11]#[C:12][C:13]2[CH:18]=[CH:17][C:16]([S:19]([N:22]([CH2:34][CH2:35][CH2:36][CH2:37][CH2:38][CH3:39])[C:23]3[CH:24]=[CH:25][C:26]([F:33])=[C:27]([CH:32]=3)[C:28]([O:30]C)=[O:29])(=[O:21])=[O:20])=[CH:15][CH:14]=2)=[CH:7][CH:6]=1)[CH2:2][CH2:3][CH3:4].O.[OH-].[Li+].O.Cl, predict the reaction product. The product is: [CH2:1]([C:5]1[CH:6]=[CH:7][C:8]([C:11]#[C:12][C:13]2[CH:18]=[CH:17][C:16]([S:19]([N:22]([CH2:34][CH2:35][CH2:36][CH2:37][CH2:38][CH3:39])[C:23]3[CH:24]=[CH:25][C:26]([F:33])=[C:27]([CH:32]=3)[C:28]([OH:30])=[O:29])(=[O:21])=[O:20])=[CH:15][CH:14]=2)=[CH:9][CH:10]=1)[CH2:2][CH2:3][CH3:4]. (4) Given the reactants C(OC([N:8]1[CH2:12][C@H:11]([CH2:13][C:14]2[CH:19]=[CH:18][CH:17]=[C:16]([CH:20]([CH3:22])[CH3:21])[CH:15]=2)[C@H:10]([CH2:23][N:24]([C:31]2[CH:36]=[CH:35][C:34]([Cl:37])=[CH:33][CH:32]=2)[C:25]2[CH:30]=[CH:29][CH:28]=[CH:27][CH:26]=2)[CH2:9]1)=O)(C)(C)C, predict the reaction product. The product is: [Cl:37][C:34]1[CH:33]=[CH:32][C:31]([N:24]([CH2:23][C@@H:10]2[C@@H:11]([CH2:13][C:14]3[CH:19]=[CH:18][CH:17]=[C:16]([CH:20]([CH3:22])[CH3:21])[CH:15]=3)[CH2:12][NH:8][CH2:9]2)[C:25]2[CH:26]=[CH:27][CH:28]=[CH:29][CH:30]=2)=[CH:36][CH:35]=1. (5) Given the reactants [CH2:1]([Zn]CC)C.ICI.[CH2:9]([O:16][C:17]([N:19]1[CH2:24][CH:23]=[C:22]([CH2:25][CH2:26][OH:27])[CH2:21][CH2:20]1)=[O:18])[C:10]1[CH:15]=[CH:14][CH:13]=[CH:12][CH:11]=1.[Cl-].[NH4+].Cl, predict the reaction product. The product is: [CH2:9]([O:16][C:17]([N:19]1[CH2:20][CH2:21][C:22]2([CH2:25][CH2:26][OH:27])[CH:23]([CH2:1]2)[CH2:24]1)=[O:18])[C:10]1[CH:15]=[CH:14][CH:13]=[CH:12][CH:11]=1. (6) Given the reactants [N:1]([CH2:4][CH2:5][O:6][CH:7]1[CH2:12]CC[CH2:9][O:8]1)=[N+:2]=[N-:3].[CH3:13]C1(C)OC(COS(C2C=CC(C)=CC=2)(=O)=O)CO1, predict the reaction product. The product is: [N:1]([CH2:4][CH:5]1[CH2:9][O:8][C:7]([CH3:12])([CH3:13])[O:6]1)=[N+:2]=[N-:3]. (7) Given the reactants [C:1]([O:5][C:6](=[O:26])[NH:7][CH2:8][CH2:9][CH:10]1[CH2:15][CH2:14][N:13]([C:16](=[O:25])[C:17]2[CH:22]=[CH:21][C:20]([OH:23])=[CH:19][C:18]=2[OH:24])[CH2:12][CH2:11]1)([CH3:4])([CH3:3])[CH3:2].Br[CH2:28][C:29]1[CH:30]=[C:31]([CH:34]=[CH:35][CH:36]=1)[C:32]#[N:33], predict the reaction product. The product is: [C:1]([O:5][C:6](=[O:26])[NH:7][CH2:8][CH2:9][CH:10]1[CH2:11][CH2:12][N:13]([C:16](=[O:25])[C:17]2[CH:22]=[CH:21][C:20]([O:23][CH2:28][C:29]3[CH:36]=[CH:35][CH:34]=[C:31]([C:32]#[N:33])[CH:30]=3)=[CH:19][C:18]=2[O:24][CH2:28][C:29]2[CH:36]=[CH:35][CH:34]=[C:31]([C:32]#[N:33])[CH:30]=2)[CH2:14][CH2:15]1)([CH3:4])([CH3:2])[CH3:3]. (8) Given the reactants [Cl:1][C:2]1[CH:12]=[CH:11][CH:10]=[C:4]2[C:5]([O:7][C:8](=O)[C:3]=12)=[O:6].C([NH2:15])=O, predict the reaction product. The product is: [Cl:1][C:2]1[CH:12]=[CH:11][CH:10]=[C:4]2[C:3]=1[C:8](=[O:7])[NH:15][C:5]2=[O:6]. (9) Given the reactants [O:1]1[CH2:6][CH:5]=[C:4](B2OC(C)(C)C(C)(C)O2)[CH2:3][CH2:2]1.I[C:17]1[N:18]=[C:19]([CH:29]2[CH2:34][CH2:33][N:32]([C:35]([O:37][C:38]([CH3:41])([CH3:40])[CH3:39])=[O:36])[CH2:31][CH2:30]2)[N:20]([CH2:22][CH2:23][N:24]2[CH2:28][CH2:27][CH2:26][CH2:25]2)[CH:21]=1.C(=O)([O-])[O-].[Na+].[Na+].F[B-](F)(F)F.C([PH+](C(C)(C)C)C(C)(C)C)(C)(C)C, predict the reaction product. The product is: [O:1]1[CH2:6][CH:5]=[C:4]([C:17]2[N:18]=[C:19]([CH:29]3[CH2:34][CH2:33][N:32]([C:35]([O:37][C:38]([CH3:41])([CH3:40])[CH3:39])=[O:36])[CH2:31][CH2:30]3)[N:20]([CH2:22][CH2:23][N:24]3[CH2:28][CH2:27][CH2:26][CH2:25]3)[CH:21]=2)[CH2:3][CH2:2]1. (10) Given the reactants [CH3:1][C:2]1[CH:3]=[C:4]([CH:8]=[CH:9][C:10]=1[C:11]([N:13]1[CH2:17][CH2:16][CH2:15][CH2:14]1)=[O:12])[C:5]([OH:7])=O.CN(C(ON1N=NC2C=CC=CC1=2)=[N+](C)C)C.[B-](F)(F)(F)F.C(N(C(C)C)CC)(C)C.[NH2:49][C@H:50]([C:55]1[NH:59][C:58]2[CH:60]=[CH:61][C:62]([Cl:64])=[CH:63][C:57]=2[N:56]=1)[CH2:51][C:52]([NH2:54])=[O:53].ClCl, predict the reaction product. The product is: [NH2:54][C:52]([CH2:51][C@H:50]([NH:49][C:5](=[O:7])[C:4]1[CH:8]=[CH:9][C:10]([C:11]([N:13]2[CH2:17][CH2:16][CH2:15][CH2:14]2)=[O:12])=[C:2]([CH3:1])[CH:3]=1)[C:55]1[NH:59][C:58]2[CH:60]=[CH:61][C:62]([Cl:64])=[CH:63][C:57]=2[N:56]=1)=[O:53].